This data is from hERG Central: cardiac toxicity at 1µM, 10µM, and general inhibition. The task is: Predict hERG channel inhibition at various concentrations. The molecule is CC(CN1CCCCC1)OC(=O)C(C)(c1ccccc1)c1ccccc1.Cl. Results: hERG_inhib (hERG inhibition (general)): blocker.